From a dataset of Peptide-MHC class II binding affinity with 134,281 pairs from IEDB. Regression. Given a peptide amino acid sequence and an MHC pseudo amino acid sequence, predict their binding affinity value. This is MHC class II binding data. (1) The peptide sequence is KMIGGIGGFIKVRQYDQIAI. The MHC is DRB1_1101 with pseudo-sequence DRB1_1101. The binding affinity (normalized) is 0.402. (2) The peptide sequence is YDKFLANVSTYLTGK. The MHC is DRB1_1602 with pseudo-sequence DRB1_1602. The binding affinity (normalized) is 0.852. (3) The peptide sequence is VIDVKLVDANGTLHD. The MHC is DRB1_0901 with pseudo-sequence DRB1_0901. The binding affinity (normalized) is 0.128. (4) The peptide sequence is DKLTIEAIENYFLD. The MHC is HLA-DQA10501-DQB10301 with pseudo-sequence HLA-DQA10501-DQB10301. The binding affinity (normalized) is 0.154. (5) The peptide sequence is QLQQFQKEDAALTIY. The MHC is DRB5_0101 with pseudo-sequence DRB5_0101. The binding affinity (normalized) is 0.227. (6) The peptide sequence is PKGFYASPSVKTSLV. The MHC is DRB1_0401 with pseudo-sequence DRB1_0401. The binding affinity (normalized) is 0.577. (7) The peptide sequence is THMMIWHSNLNDTTY. The MHC is DRB1_1302 with pseudo-sequence DRB1_1302. The binding affinity (normalized) is 0.341.